From a dataset of Reaction yield outcomes from USPTO patents with 853,638 reactions. Predict the reaction yield, written as a fraction of the theoretical maximum amount of product (1.0 means a 100% yield; for example, 0.34 means a 34% yield). (1) The reactants are [ClH:1].[CH3:2][O:3][C:4]1[CH:9]=[CH:8][CH:7]=[CH:6][C:5]=1[N:10]1[CH2:15][CH2:14][N:13](C(OC(C)(C)C)=O)[CH2:12][CH2:11]1. The catalyst is CCOC(C)=O. The product is [ClH:1].[CH3:2][O:3][C:4]1[CH:9]=[CH:8][CH:7]=[CH:6][C:5]=1[N:10]1[CH2:15][CH2:14][NH:13][CH2:12][CH2:11]1. The yield is 0.420. (2) The reactants are [F:1][C:2]1[CH:10]=[C:9]2[C:5]([CH2:6][CH2:7][C:8]2=[O:11])=[C:4]([CH3:12])[CH:3]=1.Cl.[N:14](OCCC(C)C)=[O:15]. The catalyst is C(OCC)C. The product is [F:1][C:2]1[CH:10]=[C:9]2[C:5]([CH2:6][C:7](=[N:14][OH:15])[C:8]2=[O:11])=[C:4]([CH3:12])[CH:3]=1. The yield is 0.680.